Dataset: NCI-60 drug combinations with 297,098 pairs across 59 cell lines. Task: Regression. Given two drug SMILES strings and cell line genomic features, predict the synergy score measuring deviation from expected non-interaction effect. Synergy scores: CSS=0.0480, Synergy_ZIP=-3.22, Synergy_Bliss=-4.66, Synergy_Loewe=-5.71, Synergy_HSA=-3.90. Drug 1: CC(C1=C(C=CC(=C1Cl)F)Cl)OC2=C(N=CC(=C2)C3=CN(N=C3)C4CCNCC4)N. Drug 2: C1=NC2=C(N1)C(=S)N=CN2. Cell line: NCI-H460.